From a dataset of Forward reaction prediction with 1.9M reactions from USPTO patents (1976-2016). Predict the product of the given reaction. Given the reactants [CH2:1]([N:4]([CH2:6][C:7]1[CH:12]=[C:11]([N+:13]([O-:15])=[O:14])[CH:10]=[CH:9][C:8]=1[O:16][CH2:17][CH2:18]Cl)[CH3:5])[CH:2]=[CH2:3].[CH2:20]([NH:22][CH2:23][CH3:24])[CH3:21], predict the reaction product. The product is: [CH2:1]([N:4]([CH2:6][C:7]1[CH:12]=[C:11]([N+:13]([O-:15])=[O:14])[CH:10]=[CH:9][C:8]=1[O:16][CH2:17][CH2:18][N:22]([CH2:23][CH3:24])[CH2:20][CH3:21])[CH3:5])[CH:2]=[CH2:3].